Dataset: Full USPTO retrosynthesis dataset with 1.9M reactions from patents (1976-2016). Task: Predict the reactants needed to synthesize the given product. (1) Given the product [C:14]([C:2]([C:3]1[CH:11]=[CH:10][C:8]([OH:9])=[C:5]([O:6][CH3:7])[CH:4]=1)=[O:1])(=[O:15])[CH:13]([CH3:12])[OH:17], predict the reactants needed to synthesize it. The reactants are: [O:1]=[CH:2][C:3]1[CH:11]=[CH:10][C:8]([OH:9])=[C:5]([O:6][CH3:7])[CH:4]=1.[CH3:12][CH:13]1[O:17]C(=O)[O:15][C:14]1=O.C(=O)=O. (2) Given the product [C:24]([O:26][CH2:5][CH3:6])(=[O:25])[CH3:22].[CH3:15][CH2:14][CH2:13][CH:12]([CH3:16])[CH3:11].[Cl:8][C:6]1[N:7]=[C:2]([O:17][CH2:16][C:12]2[CH:11]=[N:10][CH:15]=[CH:14][CH:13]=2)[C:3]([NH2:9])=[N:4][CH:5]=1, predict the reactants needed to synthesize it. The reactants are: Cl[C:2]1[C:3]([NH2:9])=[N:4][CH:5]=[C:6]([Cl:8])[N:7]=1.[N:10]1[CH:15]=[CH:14][CH:13]=[C:12]([CH2:16][OH:17])[CH:11]=1.[H-].[Na+].[C:24]([OH:26])(=[O:25])[CH2:22][C:22]([CH2:22][C:24]([OH:26])=[O:25])([C:24]([OH:26])=[O:25])O. (3) Given the product [Cl:21][C:22]1[C:30]([F:31])=[CH:29][CH:28]=[C:27]2[C:23]=1[CH2:24][CH2:25][N:26]2[C@@H:32]([CH2:36][CH2:35][OH:34])[C:33]([NH:1][C:2]1[CH:3]=[CH:4][C:5]([S:8](=[O:9])(=[O:10])[NH:11][C:12]2[S:13][CH:14]=[CH:15][N:16]=2)=[CH:6][N:7]=1)=[O:37], predict the reactants needed to synthesize it. The reactants are: [NH2:1][C:2]1[N:7]=[CH:6][C:5]([S:8]([NH:11][C:12]2[S:13][CH:14]=[CH:15][N:16]=2)(=[O:10])=[O:9])=[CH:4][CH:3]=1.C[Al](C)C.[Cl:21][C:22]1[C:30]([F:31])=[CH:29][CH:28]=[C:27]2[C:23]=1[CH2:24][CH2:25][N:26]2[C@H:32]1[CH2:36][CH2:35][O:34][C:33]1=[O:37].Cl.